Dataset: Full USPTO retrosynthesis dataset with 1.9M reactions from patents (1976-2016). Task: Predict the reactants needed to synthesize the given product. (1) Given the product [Cl:1][C:2]1[CH:3]=[C:4]([C:10]([F:13])([F:12])[F:11])[CH:5]=[C:6]([Cl:9])[C:7]=1[N:18]1[C:19]2[C:24](=[CH:23][CH:22]=[CH:21][CH:20]=2)[C:16]([CH:14]=[CH2:15])=[CH:17]1, predict the reactants needed to synthesize it. The reactants are: [Cl:1][C:2]1[CH:3]=[C:4]([C:10]([F:13])([F:12])[F:11])[CH:5]=[C:6]([Cl:9])[C:7]=1F.[C:14]([C:16]1[C:24]2[C:19](=[CH:20][CH:21]=[CH:22][CH:23]=2)[NH:18][CH:17]=1)#[CH:15].C(=O)([O-])[O-].[K+].[K+]. (2) Given the product [O:19]1[C:28]2[C:23](=[CH:24][CH:25]=[CH:26][CH:27]=2)[CH2:22][CH:21]([C:29]2[N:17]([CH2:16][CH2:15][N:14]([CH3:18])[CH3:13])[C:6]3[CH:7]=[C:2]([C:34]4[CH:35]=[N:36][NH:37][C:33]=4[CH3:32])[C:3]([F:12])=[CH:4][C:5]=3[N:9]=2)[CH2:20]1, predict the reactants needed to synthesize it. The reactants are: Br[C:2]1[CH:7]=[C:6](F)[C:5]([N+:9]([O-])=O)=[CH:4][C:3]=1[F:12].[CH3:13][N:14]([CH3:18])[CH2:15][CH2:16][NH2:17].[O:19]1[C:28]2[C:23](=[CH:24][CH:25]=[CH:26][CH:27]=2)[CH2:22][CH:21]([C:29](O)=O)[CH2:20]1.[CH3:32][C:33]1[NH:37][N:36]=[CH:35][C:34]=1B([O-])[O-]. (3) Given the product [Cl:13][C:11]1[N:12]2[C:15]([CH2:22][CH:23]3[CH2:24][CH2:25][C:26]([F:29])([F:30])[CH2:27][CH2:28]3)=[C:16]([C:17]([F:18])([F:20])[F:19])[N:1]=[C:2]2[CH:3]=[C:4]([C:5]([O:7][CH2:8][CH3:9])=[O:6])[CH:10]=1, predict the reactants needed to synthesize it. The reactants are: [NH2:1][C:2]1[CH:3]=[C:4]([CH:10]=[C:11]([Cl:13])[N:12]=1)[C:5]([O:7][CH2:8][CH3:9])=[O:6].Br[CH:15]([CH2:22][CH:23]1[CH2:28][CH2:27][C:26]([F:30])([F:29])[CH2:25][CH2:24]1)[C:16](=O)[C:17]([F:20])([F:19])[F:18].C(=O)([O-])O.[Na+]. (4) Given the product [Cl:23][C:13]1[C:12]2[C:7](=[CH:8][CH:9]=[C:10]([C:15]3[CH:20]=[CH:19][CH:18]=[CH:17][CH:16]=3)[CH:11]=2)[N:6]=[CH:5][C:4]=1[N+:1]([O-:3])=[O:2], predict the reactants needed to synthesize it. The reactants are: [N+:1]([C:4]1[CH:5]=[N:6][C:7]2[C:12]([C:13]=1O)=[CH:11][C:10]([C:15]1[CH:20]=[CH:19][CH:18]=[CH:17][CH:16]=1)=[CH:9][CH:8]=2)([O-:3])=[O:2].O=P(Cl)(Cl)[Cl:23]. (5) Given the product [O:29]1[CH:33]=[CH:32][CH:31]=[C:30]1[C:34]([N:36]1[CH2:37][CH2:38][N:39]([C:24]([C:23]2[CH:22]=[CH:21][C:20]([NH:19][C:15]3[N:14]=[C:13]([C:10]4[CH:9]=[CH:8][C:7]([S:6][CH2:5][CH2:4][CH2:3][CH2:2][OH:1])=[CH:12][CH:11]=4)[CH:18]=[CH:17][N:16]=3)=[CH:28][CH:27]=2)=[O:25])[CH2:40][CH2:41]1)=[O:35], predict the reactants needed to synthesize it. The reactants are: [OH:1][CH2:2][CH2:3][CH2:4][CH2:5][S:6][C:7]1[CH:12]=[CH:11][C:10]([C:13]2[CH:18]=[CH:17][N:16]=[C:15]([NH:19][C:20]3[CH:28]=[CH:27][C:23]([C:24](O)=[O:25])=[CH:22][CH:21]=3)[N:14]=2)=[CH:9][CH:8]=1.[O:29]1[CH:33]=[CH:32][CH:31]=[C:30]1[C:34]([N:36]1[CH2:41][CH2:40][NH:39][CH2:38][CH2:37]1)=[O:35].CCN=C=NCCCN(C)C.C1C=CC2N(O)N=NC=2C=1. (6) Given the product [CH3:9][C:3]1[CH:4]=[CH:5][CH:6]=[C:7]([CH3:8])[C:2]=1[N:11]1[CH2:15][CH2:14][CH:13]([CH2:16][OH:17])[CH2:12]1, predict the reactants needed to synthesize it. The reactants are: Br[C:2]1[C:7]([CH3:8])=[CH:6][CH:5]=[CH:4][C:3]=1[CH3:9].Cl.[NH:11]1[CH2:15][CH2:14][CH:13]([CH2:16][OH:17])[CH2:12]1.C1(P(C2CCCCC2)C2C=CC=CC=2C2C(OC)=CC=CC=2OC)CCCCC1.C[Si](C)(C)[N-][Si](C)(C)C.[Li+].O.C(=O)(O)[O-].[Na+]. (7) Given the product [F:1][C:2]1[CH:3]=[C:4]([C:9]2[CH:10]=[CH:26][C:22]([C:23]([OH:25])=[O:24])=[CH:21][N:20]=2)[CH:5]=[CH:6][C:7]=1[F:8], predict the reactants needed to synthesize it. The reactants are: [F:1][C:2]1[CH:3]=[C:4]([C:9](=O)[CH3:10])[CH:5]=[CH:6][C:7]=1[F:8].FC1C=CC(C2C=[CH:26][C:22]([C:23]([OH:25])=[O:24])=[CH:21][N:20]=2)=CC=1. (8) Given the product [OH:8][C:9]1[C:18]([C:19]([O:21][CH3:23])=[O:20])=[CH:17][C:16]2[C:11](=[CH:12][CH:13]=[C:14]([O:6][CH3:7])[CH:15]=2)[CH:10]=1, predict the reactants needed to synthesize it. The reactants are: S([O:6][CH3:7])(OC)(=O)=O.[OH:8][C:9]1[C:18]([C:19]([OH:21])=[O:20])=[CH:17][C:16]2[C:11](=[CH:12][CH:13]=[C:14](O)[CH:15]=2)[CH:10]=1.[C:23](=O)([O-])[O-].[K+].[K+].